From a dataset of Forward reaction prediction with 1.9M reactions from USPTO patents (1976-2016). Predict the product of the given reaction. (1) Given the reactants ClC(Cl)(O[C:5](=[O:11])OC(Cl)(Cl)Cl)Cl.[CH2:13]([C:16]1([CH2:34][CH:35]=[CH2:36])[C:32](=[O:33])[N:19]2[CH2:20][CH2:21][NH:22][C@@H:23]([C:24]3[CH:29]=[CH:28][CH:27]=[C:26]([CH3:30])[C:25]=3[CH3:31])[C@@H:18]2[CH2:17]1)[CH:14]=[CH2:15].[F:37][C:38]([F:54])([F:53])[C:39]1[CH:40]=[C:41]([C@H:49]([NH:51][CH3:52])[CH3:50])[CH:42]=[C:43]([C:45]([F:48])([F:47])[F:46])[CH:44]=1, predict the reaction product. The product is: [CH2:34]([C:16]1([CH2:13][CH:14]=[CH2:15])[C:32](=[O:33])[N:19]2[CH2:20][CH2:21][N:22]([C:5]([N:51]([C@@H:49]([C:41]3[CH:42]=[C:43]([C:45]([F:46])([F:47])[F:48])[CH:44]=[C:39]([C:38]([F:37])([F:53])[F:54])[CH:40]=3)[CH3:50])[CH3:52])=[O:11])[C@@H:23]([C:24]3[CH:29]=[CH:28][CH:27]=[C:26]([CH3:30])[C:25]=3[CH3:31])[C@@H:18]2[CH2:17]1)[CH:35]=[CH2:36]. (2) Given the reactants Cl.[NH:2]1[CH2:7][CH2:6][CH:5]([S:8]([C:11]2[CH:18]=[CH:17][C:14]([C:15]#[N:16])=[CH:13][CH:12]=2)(=[O:10])=[O:9])[CH2:4][CH2:3]1.[O:19]1[CH2:24][CH2:23][C:22](=O)[CH2:21][CH2:20]1.C(N(CC)CC)C.C([BH3-])#N.[Na+], predict the reaction product. The product is: [O:19]1[CH2:24][CH2:23][CH:22]([N:2]2[CH2:3][CH2:4][CH:5]([S:8]([C:11]3[CH:18]=[CH:17][C:14]([C:15]#[N:16])=[CH:13][CH:12]=3)(=[O:10])=[O:9])[CH2:6][CH2:7]2)[CH2:21][CH2:20]1. (3) Given the reactants [F-].[K+].Br[CH2:4][C:5](=[O:23])[C@@H:6]([NH:15][C:16](=[O:22])[O:17][C:18]([CH3:21])([CH3:20])[CH3:19])[CH2:7][CH2:8][C:9]1[CH:14]=[CH:13][CH:12]=[CH:11][CH:10]=1.[Cl:24][C:25]1[CH:33]=[CH:32][C:31]([Cl:34])=[CH:30][C:26]=1[C:27]([OH:29])=[O:28].C(OCC)(=O)C, predict the reaction product. The product is: [Cl:24][C:25]1[CH:33]=[CH:32][C:31]([Cl:34])=[CH:30][C:26]=1[C:27]([O:29][CH2:4][C:5](=[O:23])[C@@H:6]([NH:15][C:16]([O:17][C:18]([CH3:21])([CH3:20])[CH3:19])=[O:22])[CH2:7][CH2:8][C:9]1[CH:14]=[CH:13][CH:12]=[CH:11][CH:10]=1)=[O:28]. (4) The product is: [Cl:12][C:4]1[C:3]([O:2][CH3:1])=[CH:8][N:7]=[CH:6][N:5]=1. Given the reactants [CH3:1][O:2][C:3]1[C:4](=O)[NH:5][CH:6]=[N:7][CH:8]=1.P(Cl)(Cl)([Cl:12])=O.C(N(CC)C1C=CC=CC=1)C, predict the reaction product. (5) Given the reactants C([O:3][C:4](=O)[CH2:5][C:6]([C:8]1[CH:13]=[CH:12][C:11]([CH2:14][N:15]2[CH:19]=[C:18]([C:20]3[CH:25]=[CH:24][C:23]([Cl:26])=[CH:22][C:21]=3[Cl:27])[N:17]=[C:16]2/[CH:28]=[CH:29]/[C:30]2[CH:35]=[CH:34][C:33]([C:36]3[CH:41]=[CH:40][CH:39]=[C:38]([C:42]([F:45])([F:44])[F:43])[CH:37]=3)=[CH:32][CH:31]=2)=[CH:10][CH:9]=1)=[O:7])C.Cl.[NH2:48]O, predict the reaction product. The product is: [Cl:27][C:21]1[CH:22]=[C:23]([Cl:26])[CH:24]=[CH:25][C:20]=1[C:18]1[N:17]=[C:16](/[CH:28]=[CH:29]/[C:30]2[CH:35]=[CH:34][C:33]([C:36]3[CH:41]=[CH:40][CH:39]=[C:38]([C:42]([F:44])([F:45])[F:43])[CH:37]=3)=[CH:32][CH:31]=2)[N:15]([CH2:14][C:11]2[CH:10]=[CH:9][C:8]([C:6]3[O:7][N:48]=[C:4]([OH:3])[CH:5]=3)=[CH:13][CH:12]=2)[CH:19]=1.